Dataset: Catalyst prediction with 721,799 reactions and 888 catalyst types from USPTO. Task: Predict which catalyst facilitates the given reaction. (1) Reactant: [CH:1]1([CH2:4][C:5]2([C:16]#[N:17])[CH2:10][CH2:9][N:8]([S:11]([CH2:14][CH3:15])(=[O:13])=[O:12])[CH2:7][CH2:6]2)[CH2:3][CH2:2]1. Product: [CH:1]1([CH2:4][C:5]2([CH2:16][NH2:17])[CH2:6][CH2:7][N:8]([S:11]([CH2:14][CH3:15])(=[O:13])=[O:12])[CH2:9][CH2:10]2)[CH2:2][CH2:3]1. The catalyst class is: 834. (2) Reactant: Br[C:2]1[CH:3]=[C:4]2[NH:10][N:9]=[CH:8][C:5]2=[N:6][CH:7]=1.[CH3:11][O:12][C:13]1[CH:14]=[C:15](B(O)O)[CH:16]=[C:17]([O:19][CH3:20])[CH:18]=1.ClCCl.P([O-])([O-])([O-])=O.[K+].[K+].[K+]. Product: [CH3:11][O:12][C:13]1[CH:14]=[C:15]([C:2]2[CH:3]=[C:4]3[NH:10][N:9]=[CH:8][C:5]3=[N:6][CH:7]=2)[CH:16]=[C:17]([O:19][CH3:20])[CH:18]=1. The catalyst class is: 117. (3) Reactant: C(OC([N:8](C(OC(C)(C)C)=O)[C:9]1[N:14]=[C:13]([CH2:15][C@@H:16]2[C@H:20]([O:21][CH2:22][CH2:23][NH:24][CH2:25][C:26]3[CH:31]=[CH:30][CH:29]=[CH:28][C:27]=3[F:32])[CH2:19][N:18](C(OC(C)(C)C)=O)[CH2:17]2)[CH:12]=[C:11]([CH3:40])[CH:10]=1)=O)(C)(C)C.Cl. Product: [F:32][C:27]1[CH:28]=[CH:29][CH:30]=[CH:31][C:26]=1[CH2:25][NH:24][CH2:23][CH2:22][O:21][C@@H:20]1[CH2:19][NH:18][CH2:17][C@@H:16]1[CH2:15][C:13]1[N:14]=[C:9]([NH2:8])[CH:10]=[C:11]([CH3:40])[CH:12]=1. The catalyst class is: 5. (4) Reactant: O[CH2:2][C:3]1[CH:12]=[N:11][C:10]2[N:9]3[CH2:13][CH2:14][CH2:15][CH2:16][C@H:8]3[C:7](=[O:17])[NH:6][C:5]=2[CH:4]=1.Cl.Cl.[CH:20]1([NH:23][C:24](=[O:38])[C:25]2[CH:30]=[CH:29][C:28]([N:31]3[CH2:36][CH2:35][NH:34][CH2:33][CH2:32]3)=[C:27]([CH3:37])[CH:26]=2)[CH2:22][CH2:21]1.[I-].C(C[P+](C)(C)C)#N.C(N(CC)C(C)C)(C)C. Product: [CH:20]1([NH:23][C:24](=[O:38])[C:25]2[CH:30]=[CH:29][C:28]([N:31]3[CH2:32][CH2:33][N:34]([CH2:2][C:3]4[CH:12]=[N:11][C:10]5[N:9]6[CH2:13][CH2:14][CH2:15][CH2:16][C@H:8]6[C:7](=[O:17])[NH:6][C:5]=5[CH:4]=4)[CH2:35][CH2:36]3)=[C:27]([CH3:37])[CH:26]=2)[CH2:22][CH2:21]1. The catalyst class is: 397. (5) Reactant: [CH2:1]([N:8]1[CH:12]=[C:11]([C:13](=O)/[CH:14]=[C:15](\[O-])/[C:16]([O:18][CH2:19][CH3:20])=[O:17])[N:10]=[CH:9]1)[C:2]1[CH:7]=[CH:6][CH:5]=[CH:4][CH:3]=1.[Li+].Cl.Cl.[NH2:26][NH2:27]. Product: [CH2:1]([N:8]1[CH:12]=[C:11]([C:13]2[CH:14]=[C:15]([C:16]([O:18][CH2:19][CH3:20])=[O:17])[NH:27][N:26]=2)[N:10]=[CH:9]1)[C:2]1[CH:7]=[CH:6][CH:5]=[CH:4][CH:3]=1. The catalyst class is: 8.